From a dataset of Full USPTO retrosynthesis dataset with 1.9M reactions from patents (1976-2016). Predict the reactants needed to synthesize the given product. (1) Given the product [CH:10]1([C:6]2[N:5]=[C:4]([C:13]3[CH:14]=[CH:15][C:16]([N+:19]([O-:21])=[O:20])=[CH:17][CH:18]=3)[N:3]=[C:2]3[NH:22][N:23]=[C:8]([NH2:9])[C:7]=23)[CH2:12][CH2:11]1, predict the reactants needed to synthesize it. The reactants are: Cl[C:2]1[C:7]([C:8]#[N:9])=[C:6]([CH:10]2[CH2:12][CH2:11]2)[N:5]=[C:4]([C:13]2[CH:18]=[CH:17][C:16]([N+:19]([O-:21])=[O:20])=[CH:15][CH:14]=2)[N:3]=1.[NH2:22][NH2:23]. (2) Given the product [NH:1]1[C:9]2[C:4](=[C:5]([C:14]3[CH:15]=[C:16]([NH2:17])[CH:18]=[CH:19][CH:20]=3)[CH:6]=[CH:7][CH:8]=2)[CH:3]=[CH:2]1, predict the reactants needed to synthesize it. The reactants are: [NH:1]1[C:9]2[CH:8]=[CH:7][CH:6]=[C:5](B(O)O)[C:4]=2[CH:3]=[CH:2]1.Br[C:14]1[CH:15]=[C:16]([CH:18]=[CH:19][CH:20]=1)[NH2:17].[O-]P([O-])([O-])=O.[K+].[K+].[K+].C1(P(C2CCCCC2)C2CCCCC2)CCCCC1. (3) Given the product [Cl:1][S:2]([C:5]1[CH:6]=[CH:7][C:8]([O:14][CH3:15])=[C:9]([CH:13]=1)[C:10]([O:12][CH2:30][CH2:29][S:26]([C:23]1[CH:24]=[CH:25][C:20]([CH3:32])=[CH:21][CH:22]=1)(=[O:28])=[O:27])=[O:11])(=[O:4])=[O:3], predict the reactants needed to synthesize it. The reactants are: [Cl:1][S:2]([C:5]1[CH:6]=[CH:7][C:8]([O:14][CH3:15])=[C:9]([CH:13]=1)[C:10]([OH:12])=[O:11])(=[O:4])=[O:3].O=S(Cl)Cl.[C:20]1([CH3:32])[CH:25]=[CH:24][C:23]([S:26]([CH2:29][CH2:30]O)(=[O:28])=[O:27])=[CH:22][CH:21]=1. (4) Given the product [F:46][C:47]1[CH:48]=[C:49]([CH:91]=[CH:92][CH:93]=1)[CH2:50][N:51]1[CH:55]=[C:54]([C:56]2[C:64]3[C:59](=[N:60][CH:61]=[C:62]([C:65]4[CH:66]=[CH:67][C:68]([N:71]5[CH2:72][CH2:73][N:74]([CH2:77][C:78]([NH2:80])=[O:79])[CH2:75][CH2:76]5)=[N:69][CH:70]=4)[CH:63]=3)[NH:58][CH:57]=2)[CH:53]=[N:52]1, predict the reactants needed to synthesize it. The reactants are: Cl.FC1C=C(C=CC=1)CN1C=C(C2C3C(=NC=C(C4C=CC(C5CCNCC5)=CC=4)C=3)N(S(C3C=CC(C)=CC=3)(=O)=O)C=2)C=N1.[F:46][C:47]1[CH:48]=[C:49]([CH:91]=[CH:92][CH:93]=1)[CH2:50][N:51]1[CH:55]=[C:54]([C:56]2[C:64]3[C:59](=[N:60][CH:61]=[C:62]([C:65]4[CH:66]=[CH:67][C:68]([N:71]5[CH2:76][CH2:75][N:74]([CH2:77][C:78]([NH2:80])=[O:79])[CH2:73][CH2:72]5)=[N:69][CH:70]=4)[CH:63]=3)[N:58](S(C3C=CC(C)=CC=3)(=O)=O)[CH:57]=2)[CH:53]=[N:52]1.[OH-].[Li+]. (5) Given the product [NH2:31][C:7]1[CH:8]=[C:9]([CH:29]=[CH:30][C:6]=1[O:5][CH2:4][CH2:3][O:2][CH3:1])[C:10]([NH:12][C:13]1[S:17][C:16]([NH:18][C:19]2[CH:24]=[CH:23][N:22]=[C:21]([F:25])[CH:20]=2)=[N:15][C:14]=1[C:26]([NH2:28])=[O:27])=[O:11], predict the reactants needed to synthesize it. The reactants are: [CH3:1][O:2][CH2:3][CH2:4][O:5][C:6]1[CH:30]=[CH:29][C:9]([C:10]([NH:12][C:13]2[S:17][C:16]([NH:18][C:19]3[CH:24]=[CH:23][N:22]=[C:21]([F:25])[CH:20]=3)=[N:15][C:14]=2[C:26]([NH2:28])=[O:27])=[O:11])=[CH:8][C:7]=1[N+:31]([O-])=O. (6) Given the product [CH:23]1[C:13](=[C:14]2[CH:20]=[CH:19][C:17](=[O:18])[CH:16]=[CH:15]2)[CH:12]=[CH:11][C:25](=[O:26])[CH:24]=1, predict the reactants needed to synthesize it. The reactants are: CC1C=CC=C(C)C=1O.C[C:11]1[C:25](=[O:26])[C:24](C)=[CH:23][C:13](=[C:14]2[CH:20]=[C:19](C)[C:17](=[O:18])[C:16](C)=[CH:15]2)[CH:12]=1. (7) Given the product [Cl:1][C:2]1[C:7]([C:8]2[CH:9]=[CH:10][CH:11]=[CH:12][CH:13]=2)=[N:6][N:5]=[C:4]2[N:14]([CH2:24][CH2:25][N:26]3[CH2:30][CH2:29][CH2:28][C:27]3=[O:31])[N:15]=[C:16]([C:17]3[CH:18]=[CH:19][CH:20]=[CH:21][CH:22]=3)[C:3]=12, predict the reactants needed to synthesize it. The reactants are: [Cl:1][C:2]1[C:7]([C:8]2[CH:13]=[CH:12][CH:11]=[CH:10][CH:9]=2)=[N:6][N:5]=[C:4]2[NH:14][N:15]=[C:16]([C:17]3[CH:22]=[CH:21][CH:20]=[CH:19][CH:18]=3)[C:3]=12.O[CH2:24][CH2:25][N:26]1[CH2:30][CH2:29][CH2:28][C:27]1=[O:31].